Dataset: Experimentally validated miRNA-target interactions with 360,000+ pairs, plus equal number of negative samples. Task: Binary Classification. Given a miRNA mature sequence and a target amino acid sequence, predict their likelihood of interaction. (1) The miRNA is hsa-miR-139-3p with sequence UGGAGACGCGGCCCUGUUGGAGU. The protein sequence of the target gene is MDSVAFEDVAVNFTQEEWALLGPSQKSLYRNVMQETIRNLDCIEMKWEDQNIGDQCQNAKRNLRSHTCEIKDDSQCGETFGQIPDSIVNKNTPRVNPCDSGECGEVVLGHSSLNCNIRVDTGHKSCEHQEYGEKPYTHKQRGKAISHQHSFQTHERPPTGKKPFDCKECAKTFSSLGNLRRHMAAHHGDGPYKCKLCGKAFVWPSLFHLHERTHTGEKPYECKQCSKAFPFYSSYLRHERIHTGEKAYECKQCSKAFPDYSTYLRHERTHTGEKPYKCTQCGKAFSCYYYTRLHERTHTG.... Result: 0 (no interaction). (2) The miRNA is hsa-miR-3976 with sequence UAUAGAGAGCAGGAAGAUUAAUGU. The protein sequence of the target gene is MELPQMPELMGLSLLVGLLALVATAAVARGWLRAEEKPSQPVCQKENEPKKSGSKKQKQNQRVRKEKPQQHSFTHPLLAAALKSHSGNISCMDFSSNGKYLATCADDRTVRIWSTKDFLQREHRSMRANVELDHATLVRFSPDCRAFIVWLANGDTLRVFKMTKREDGGFTFTATPEDFPKKHKAPIINIGIADTGKFIMTASSDTTVLIWNLKGQVLSTINTNQMNNSHAVISPCSRFVGSCGFTPDVKVWEVCFGKKGEFQEVLRAFELKGHSASVHSFAFSNDSRRMASVSKDGTWK.... Result: 0 (no interaction). (3) The miRNA is cel-miR-243-3p with sequence CGGUACGAUCGCGGCGGGAUAUC. The protein sequence of the target gene is MASGGSGGVSVPALWSEVNRYGQNGDFTRALKTVNKILQINKDDVTALHCKVVCLIQNGSFKEALNVINTHTKVLANNSLSFEKAYCEYRLNRIENALKTIESANQQTDKLKELYGQVLYRLERYDECLAVYRDLVRNSQDDYDEERKTNLSAVVAAQSNWEKVVPENLGLQEGTHELCYNTACALIGQGQLNQAMKILQKAEDLCRRSLSEDTDGTEEDPQAELAIIHGQMAYILQLQGRTEEALQLYNQIIKLKPTDVGLLAVIANNIITINKDQNVFDSKKKVKLTNAEGVEFKLSK.... Result: 0 (no interaction). (4) The miRNA is hsa-miR-4662a-3p with sequence AAAGAUAGACAAUUGGCUAAAU. The protein sequence of the target gene is MFTLAEVASLNDIQPTYRILKPWWDVFMDYLAVVMLMVAIFAGTMQLTKDQVVCLPVLPSPANSKAHTPPGNADITTEVPRMETATHQDQNGQTTTNDVAFGTSAVTPDIPLQATHPHAESTLPNQEAKKEKRDPTGRKTNLDFQQYVFINQMCYHLALPWYSKYFPYLALIHTIILMVSSNFWFKYPKTCSKVEHFVSILGKCFESPWTTKALSETACEDSEENKQRITGAQTLPKHVSTSSDEGSPSASTPMINKTGFKFSAEKPVIEVPSMTILDKKDGEQAKALFEKVRKFRAHVE.... Result: 0 (no interaction). (5) The miRNA is hsa-miR-451b with sequence UAGCAAGAGAACCAUUACCAUU. The protein sequence of the target gene is MSRRKQAKPRSLKDPNCKLEDKTEDGEALDCKKRPEDGEELEDEAVHSCDSCLQVFESLSDITEHKINQCQLTDGVDVEDDPTCSWPASSPSSKDQTSPSHGEGCDFGEEEGGPGLPYPCQFCDKSFSRLSYLKHHEQSHSDKLPFKCTYCSRLFKHKRSRDRHIKLHTGDKKYHCSECDAAFSRSDHLKIHLKTHTSNKPYKCAICRRGFLSSSSLHGHMQVHERNKDGSQSGSRMEDWKMKDTQKCSQCEEGFDFPEDLQKHIAECHPECSPNEDRAALQCVYCHELFVEETSLMNHM.... Result: 0 (no interaction). (6) The miRNA is mmu-miR-26a-5p with sequence UUCAAGUAAUCCAGGAUAGGCU. The protein sequence of the target gene is MAAPSPSGGGGSGGGGGTPGPIGPPASGHPAVSSMQGKRKALKLNFANPPVKSTARFTLNPNTTGVQNPHIERLRTHSIESSGKLKISPEQHWDFTAEDLKDLGEIGRGAYGSVNKMVHKPSGQIMAVKRIRSTVDEKEQKQLLMDLDVVMRSSDCPYIVQFYGALFREGDCWICMELMSTSFDKFYKYVYSVLDDVIPEEILGKITLATVKALNHLKENLKIIHRDIKPSNILLDRSGNIKLCDFGISGQLVDSIAKTRDAGCRPYMAPERIDPSASRQGYDVRSDVWSLGITLYELAT.... Result: 1 (interaction).